This data is from Peptide-MHC class II binding affinity with 134,281 pairs from IEDB. The task is: Regression. Given a peptide amino acid sequence and an MHC pseudo amino acid sequence, predict their binding affinity value. This is MHC class II binding data. (1) The binding affinity (normalized) is 0.500. The MHC is DRB1_1501 with pseudo-sequence DRB1_1501. The peptide sequence is KSAFQSSVASGFIGF. (2) The peptide sequence is CACDQKPCSCSKVDVNYAFL. The MHC is DRB1_0401 with pseudo-sequence DRB1_0401. The binding affinity (normalized) is 0.336. (3) The peptide sequence is AKSSPAYPSVLGQTI. The MHC is DRB1_0301 with pseudo-sequence DRB1_0301. The binding affinity (normalized) is 0.108. (4) The peptide sequence is EKDSPFKLSSSEPHC. The MHC is DRB1_0401 with pseudo-sequence DRB1_0401. The binding affinity (normalized) is 0.821. (5) The peptide sequence is GCQTYKWETFLTSEL. The MHC is HLA-DPA10201-DPB10101 with pseudo-sequence HLA-DPA10201-DPB10101. The binding affinity (normalized) is 0.899.